Predict the product of the given reaction. From a dataset of Forward reaction prediction with 1.9M reactions from USPTO patents (1976-2016). (1) Given the reactants C[O:2][C:3](=[O:32])[C@@H:4]([O:29][CH2:30][CH3:31])[CH2:5][C:6]1[C:11]([CH3:12])=[CH:10][C:9]([O:13][CH2:14][C:15]2[N:16]=[C:17]([C:21]3[CH:26]=[CH:25][CH:24]=[C:23]([Cl:27])[CH:22]=3)[O:18][C:19]=2[CH3:20])=[CH:8][C:7]=1[CH3:28].[Li+].[OH-], predict the reaction product. The product is: [Cl:27][C:23]1[CH:22]=[C:21]([C:17]2[O:18][C:19]([CH3:20])=[C:15]([CH2:14][O:13][C:9]3[CH:10]=[C:11]([CH3:12])[C:6]([CH2:5][C@H:4]([O:29][CH2:30][CH3:31])[C:3]([OH:32])=[O:2])=[C:7]([CH3:28])[CH:8]=3)[N:16]=2)[CH:26]=[CH:25][CH:24]=1. (2) The product is: [CH2:1]([O:3][C:4]([C:6]1[CH:7]2[N:30]([C:39]([O:42][C:61]([CH3:63])([CH3:62])[CH3:60])=[O:41])[CH:11]([CH2:12][C:13]=1[C:14]1[O:15][CH:16]=[C:17]([CH2:19][CH2:20][CH2:21][OH:22])[N:18]=1)[CH2:10][N:9]([C:32]([O:34][C:35]([CH3:38])([CH3:36])[CH3:37])=[O:33])[CH2:8]2)=[O:5])[CH3:2]. Given the reactants [CH2:1]([O:3][C:4]([C:6]1[CH:7]2[N:30](C)[CH:11]([CH2:12][C:13]=1[C:14]1[O:15][CH:16]=[C:17]([CH2:19][CH2:20][CH2:21][O:22][Si](C(C)(C)C)(C)C)[N:18]=1)[CH2:10][N:9]([C:32]([O:34][C:35]([CH3:38])([CH3:37])[CH3:36])=[O:33])[CH2:8]2)=[O:5])[CH3:2].[C:39]([O-:42])([OH:41])=O.[Na+].ClC(OC(Cl)=O)C.CCN(C(C)C)C(C)C.[CH3:60][C:61](OC(OC(O[C:61]([CH3:63])([CH3:62])[CH3:60])=O)=O)([CH3:63])[CH3:62], predict the reaction product.